This data is from Reaction yield outcomes from USPTO patents with 853,638 reactions. The task is: Predict the reaction yield, written as a fraction of the theoretical maximum amount of product (1.0 means a 100% yield; for example, 0.34 means a 34% yield). (1) The reactants are [Cl:1][C:2]1[C:7]([CH:8]=[N:9]O)=[C:6]([Cl:11])[N:5]=[C:4]([S:12][CH3:13])[N:3]=1.O=S(Cl)Cl. No catalyst specified. The product is [Cl:1][C:2]1[C:7]([C:8]#[N:9])=[C:6]([Cl:11])[N:5]=[C:4]([S:12][CH3:13])[N:3]=1. The yield is 0.930. (2) The reactants are Cl[C:2]1[CH:3]=[CH:4][C:5]2[N:6]([C:8]([CH2:11][NH:12][C:13](=[O:19])[O:14][C:15]([CH3:18])([CH3:17])[CH3:16])=[N:9][N:10]=2)[N:7]=1.C1(P(C2CCCCC2)C2C=CC=CC=2C2C=CC=CC=2)CCCCC1.[CH3:45][C:46]1[CH:50]=[C:49]([Sn](C)(C)C)[S:48][N:47]=1. The catalyst is C1C=CC(/C=C/C(/C=C/C2C=CC=CC=2)=O)=CC=1.C1C=CC(/C=C/C(/C=C/C2C=CC=CC=2)=O)=CC=1.C1C=CC(/C=C/C(/C=C/C2C=CC=CC=2)=O)=CC=1.[Pd].[Pd].CN(C=O)C. The product is [CH3:45][C:46]1[CH:50]=[C:49]([C:2]2[CH:3]=[CH:4][C:5]3[N:6]([C:8]([CH2:11][NH:12][C:13](=[O:19])[O:14][C:15]([CH3:18])([CH3:17])[CH3:16])=[N:9][N:10]=3)[N:7]=2)[S:48][N:47]=1. The yield is 0.300.